Dataset: Reaction yield outcomes from USPTO patents with 853,638 reactions. Task: Predict the reaction yield, written as a fraction of the theoretical maximum amount of product (1.0 means a 100% yield; for example, 0.34 means a 34% yield). (1) The reactants are [F:1][C:2]([F:30])([F:29])[C:3]1[N:8]=[C:7]([C:9]2[C:14]([C:15]3[CH:20]=[CH:19][N:18]4[N:21]=[CH:22][C:23]([C:24]([O:26]CC)=[O:25])=[C:17]4[N:16]=3)=[CH:13][CH:12]=[CH:11][N:10]=2)[CH:6]=[CH:5][CH:4]=1.[Li+].[OH-].Cl. The catalyst is C1COCC1.O. The product is [F:29][C:2]([F:1])([F:30])[C:3]1[N:8]=[C:7]([C:9]2[C:14]([C:15]3[CH:20]=[CH:19][N:18]4[N:21]=[CH:22][C:23]([C:24]([OH:26])=[O:25])=[C:17]4[N:16]=3)=[CH:13][CH:12]=[CH:11][N:10]=2)[CH:6]=[CH:5][CH:4]=1. The yield is 0.201. (2) The reactants are [CH:1]([N:4]([CH3:35])[C@@H:5]1[CH2:10][CH2:9][C@H:8]([N:11]2[CH2:15][CH2:14][C@H:13]([NH:16]C(=O)OCC3C=CC=CC=3)[C:12]2=[O:27])[C@H:7]([CH2:28][S:29]([CH:32]([CH3:34])[CH3:33])(=[O:31])=[O:30])[CH2:6]1)([CH3:3])[CH3:2].Br.CC(O)=O. The catalyst is CCOCC. The product is [NH2:16][C@H:13]1[CH2:14][CH2:15][N:11]([C@H:8]2[CH2:9][CH2:10][C@@H:5]([N:4]([CH:1]([CH3:3])[CH3:2])[CH3:35])[CH2:6][C@H:7]2[CH2:28][S:29]([CH:32]([CH3:34])[CH3:33])(=[O:31])=[O:30])[C:12]1=[O:27]. The yield is 0.910.